From a dataset of Forward reaction prediction with 1.9M reactions from USPTO patents (1976-2016). Predict the product of the given reaction. (1) Given the reactants [Br:1][C:2]1[CH:10]=[CH:9][C:5]([C:6](O)=[O:7])=[C:4]([F:11])[CH:3]=1.CN.C(Cl)CCl.[CH2:18]([N:20](CC)CC)C, predict the reaction product. The product is: [Br:1][C:2]1[CH:10]=[CH:9][C:5]([C:6]([NH:20][CH3:18])=[O:7])=[C:4]([F:11])[CH:3]=1. (2) Given the reactants [CH2:1]([O:8][C:9]1[CH:18]=[CH:17][CH:16]=[C:15]2[C:10]=1[CH2:11][CH2:12][CH2:13][CH:14]2[C:19](O)=[O:20])[C:2]1[CH:7]=[CH:6][CH:5]=[CH:4][CH:3]=1.[CH:22]([C:25]1[CH:30]=[CH:29][C:28]([NH:31][CH2:32][C:33]2[CH:34]=[N:35][C:36]([O:39][CH2:40][CH2:41][O:42][CH3:43])=[CH:37][CH:38]=2)=[CH:27][CH:26]=1)([CH3:24])[CH3:23], predict the reaction product. The product is: [CH2:1]([O:8][C:9]1[CH:18]=[CH:17][CH:16]=[C:15]2[C:10]=1[CH2:11][CH2:12][CH2:13][CH:14]2[C:19]([N:31]([C:28]1[CH:27]=[CH:26][C:25]([CH:22]([CH3:24])[CH3:23])=[CH:30][CH:29]=1)[CH2:32][C:33]1[CH:34]=[N:35][C:36]([O:39][CH2:40][CH2:41][O:42][CH3:43])=[CH:37][CH:38]=1)=[O:20])[C:2]1[CH:3]=[CH:4][CH:5]=[CH:6][CH:7]=1. (3) Given the reactants [ClH:1].[OH:2][C@H:3]([C:24]1[CH:33]=[CH:32][C:27]2[C:28](=[O:31])[O:29][CH2:30][C:26]=2[C:25]=1[CH3:34])[CH2:4][N:5]1[CH2:23][CH2:22][C:8]2([CH2:12][N:11]([C:13]3SC(S(C)(=O)=O)=N[N:17]=3)[CH2:10][CH2:9]2)[CH2:7][CH2:6]1.Cl.[CH3:36][S:37]([C:40]1[N:41]=[CH:42]C(N2CCC3(CNCC3)CC2)=N[CH:45]=1)(=[O:39])=[O:38].CC1C([C@@H]2CO2)=CC=C2C=1COC2=O, predict the reaction product. The product is: [ClH:1].[OH:2][C@H:3]([C:24]1[CH:33]=[CH:32][C:27]2[C:28](=[O:31])[O:29][CH2:30][C:26]=2[C:25]=1[CH3:34])[CH2:4][N:5]1[CH2:6][CH2:7][C:22]2([CH2:8][CH2:12][N:11]([C:13]3[CH:42]=[N:41][C:40]([S:37]([CH3:36])(=[O:39])=[O:38])=[CH:45][N:17]=3)[CH2:10][CH2:9]2)[CH2:23]1. (4) Given the reactants [OH:1]O.[OH-].[Na+].[Si:5]([O:12][C@@H:13]1[CH2:17][C:16](=[O:18])[CH:15]=[CH:14]1)([C:8]([CH3:11])([CH3:10])[CH3:9])([CH3:7])[CH3:6], predict the reaction product. The product is: [Si:5]([O:12][CH:13]1[CH:17]2[C@@H:16]([O:18]2)[C:15](=[O:1])[CH2:14]1)([C:8]([CH3:11])([CH3:10])[CH3:9])([CH3:7])[CH3:6]. (5) The product is: [NH2:13][C:5]1[CH:4]=[C:3]([O:2][CH3:1])[CH:12]=[CH:11][C:6]=1[C:7]([O:9][CH3:10])=[O:8]. Given the reactants [CH3:1][O:2][C:3]1[CH:12]=[CH:11][C:6]([C:7]([O:9][CH3:10])=[O:8])=[C:5]([N+:13]([O-])=O)[CH:4]=1.O.O.[Sn](Cl)Cl, predict the reaction product.